Dataset: Peptide-MHC class II binding affinity with 134,281 pairs from IEDB. Task: Regression. Given a peptide amino acid sequence and an MHC pseudo amino acid sequence, predict their binding affinity value. This is MHC class II binding data. (1) The peptide sequence is SMPFGKTPVLEIDGK. The binding affinity (normalized) is 0.273. The MHC is DRB1_0701 with pseudo-sequence DRB1_0701. (2) The peptide sequence is DTRLMRLEDEMKEGR. The MHC is HLA-DQA10501-DQB10301 with pseudo-sequence HLA-DQA10501-DQB10301. The binding affinity (normalized) is 0. (3) The peptide sequence is MKVVNRWLFRHLARE. The MHC is HLA-DQA10303-DQB10402 with pseudo-sequence HLA-DQA10303-DQB10402. The binding affinity (normalized) is 0.728. (4) The peptide sequence is YFKFLANVSTVLTGK. The MHC is DRB1_1001 with pseudo-sequence DRB1_1001. The binding affinity (normalized) is 0.830. (5) The peptide sequence is KFTVFEAAFNKAIKE. The MHC is HLA-DQA10301-DQB10301 with pseudo-sequence HLA-DQA10301-DQB10301. The binding affinity (normalized) is 0.471. (6) The MHC is DRB1_0301 with pseudo-sequence DRB1_0301. The peptide sequence is GSDPKKLVLNIKYTRPGDSL. The binding affinity (normalized) is 0.910. (7) The peptide sequence is GELAIVDKIDAAFKI. The MHC is DRB1_0401 with pseudo-sequence DRB1_0401. The binding affinity (normalized) is 0.532.